Dataset: Reaction yield outcomes from USPTO patents with 853,638 reactions. Task: Predict the reaction yield, written as a fraction of the theoretical maximum amount of product (1.0 means a 100% yield; for example, 0.34 means a 34% yield). (1) The reactants are [NH2:1][C:2]1[CH:10]=[CH:9][C:5]([C:6]([OH:8])=[O:7])=[C:4]([OH:11])[CH:3]=1.[C:12]([O:17][CH2:18][CH2:19][N:20]=[C:21]=[O:22])(=[O:16])[C:13]([CH3:15])=[CH2:14]. The product is [OH:11][C:4]1[CH:3]=[C:2]([NH:1][C:21]([NH:20][CH2:19][CH2:18][O:17][C:12](=[O:16])[C:13]([CH3:15])=[CH2:14])=[O:22])[CH:10]=[CH:9][C:5]=1[C:6]([OH:8])=[O:7]. The catalyst is CC(C)=O. The yield is 0.925. (2) The reactants are [N:1]12[CH2:8][CH2:7][CH:4]([CH2:5][CH2:6]1)[CH:3]([NH2:9])[CH2:2]2.[CH3:10][O:11][C:12]1[CH:17]=[CH:16][C:15]([CH2:18][CH2:19][CH2:20][C:21](O)=[O:22])=[CH:14][CH:13]=1. No catalyst specified. The product is [N:1]12[CH2:8][CH2:7][CH:4]([CH2:5][CH2:6]1)[CH:3]([NH:9][C:21](=[O:22])[CH2:20][CH2:19][CH2:18][C:15]1[CH:14]=[CH:13][C:12]([O:11][CH3:10])=[CH:17][CH:16]=1)[CH2:2]2. The yield is 0.280.